This data is from Forward reaction prediction with 1.9M reactions from USPTO patents (1976-2016). The task is: Predict the product of the given reaction. (1) Given the reactants [NH2:1][C:2]1[N:7]=[C:6]([NH2:8])[C:5]([C:9]2[CH:14]=[CH:13][C:12](Cl)=[C:11]([N+:16]([O-:18])=[O:17])[CH:10]=2)=[C:4]([CH2:19][CH3:20])[N:3]=1.Cl.[CH3:22][S:23]([C:26]1[CH:33]=[CH:32][C:29]([CH2:30][NH2:31])=[CH:28][CH:27]=1)(=[O:25])=[O:24].C(N(C(C)C)CC)(C)C, predict the reaction product. The product is: [CH2:19]([C:4]1[N:3]=[C:2]([NH2:1])[N:7]=[C:6]([NH2:8])[C:5]=1[C:9]1[CH:14]=[CH:13][C:12]([NH:31][CH2:30][C:29]2[CH:28]=[CH:27][C:26]([S:23]([CH3:22])(=[O:25])=[O:24])=[CH:33][CH:32]=2)=[C:11]([N+:16]([O-:18])=[O:17])[CH:10]=1)[CH3:20]. (2) Given the reactants [Br:1][C:2]1[CH:3]=[CH:4][C:5]([O:10][CH2:11][C:12]2[CH:17]=[CH:16][CH:15]=[C:14]([Cl:18])[CH:13]=2)=[C:6]([CH:9]=1)[CH:7]=[O:8].[BH4-].[Na+].O, predict the reaction product. The product is: [Br:1][C:2]1[CH:3]=[CH:4][C:5]([O:10][CH2:11][C:12]2[CH:17]=[CH:16][CH:15]=[C:14]([Cl:18])[CH:13]=2)=[C:6]([CH2:7][OH:8])[CH:9]=1. (3) Given the reactants Br[C:2]1[C:3]2[N:4]([N:8]=[C:9]([Cl:11])[N:10]=2)[CH:5]=[CH:6][CH:7]=1.[CH3:12][O:13][C:14]1[CH:15]=[C:16]([CH:19]=[CH:20][CH:21]=1)[CH2:17][NH2:18].Cl[C:23]1[N:41]=[C:26]2[C:27]([NH:31][CH2:32][C:33]3[CH:38]=[CH:37][CH:36]=[CH:35][C:34]=3OC)=[CH:28][CH:29]=[CH:30][N:25]2[N:24]=1.[CH3:42][N:43]1[CH2:48][CH2:47][N:46]([C:49]2[CH:54]=[CH:53][C:52]([NH2:55])=[CH:51][CH:50]=2)[CH2:45][CH2:44]1, predict the reaction product. The product is: [Cl:11][C:9]1[N:10]=[C:3]2[C:2]([NH:18][CH2:17][C:16]3[CH:19]=[CH:20][CH:21]=[C:14]([O:13][CH3:12])[CH:15]=3)=[CH:7][CH:6]=[CH:5][N:4]2[N:8]=1.[CH3:12][O:13][C:37]1[CH:38]=[C:33]([CH:34]=[CH:35][CH:36]=1)[CH2:32][NH:31][C:27]1[C:26]2[N:25]([N:24]=[C:23]([NH:55][C:52]3[CH:53]=[CH:54][C:49]([N:46]4[CH2:45][CH2:44][N:43]([CH3:42])[CH2:48][CH2:47]4)=[CH:50][CH:51]=3)[N:41]=2)[CH:30]=[CH:29][CH:28]=1. (4) Given the reactants Br[C:2]1[C:3]([CH3:15])=[N:4][N:5]([CH3:14])[C:6]=1[C:7]1[CH:12]=[CH:11][C:10]([F:13])=[CH:9][CH:8]=1.[CH3:16][C:17]1[C:22]2[NH:23][C:24](=[O:27])[CH2:25][O:26][C:21]=2[CH:20]=[CH:19][C:18]=1B1OC(C)(C)C(C)(C)O1.CC(C)([O-])C.[K+], predict the reaction product. The product is: [F:13][C:10]1[CH:11]=[CH:12][C:7]([C:6]2[N:5]([CH3:14])[N:4]=[C:3]([CH3:15])[C:2]=2[C:18]2[CH:19]=[CH:20][C:21]3[O:26][CH2:25][C:24](=[O:27])[NH:23][C:22]=3[C:17]=2[CH3:16])=[CH:8][CH:9]=1. (5) Given the reactants [C:1](Cl)(=O)C(Cl)=O.CS(C)=O.[CH:11]1([N:15]2[C:19]3[CH:20]=[CH:21][C:22]([CH2:24][OH:25])=[CH:23][C:18]=3[N:17]([CH3:26])[C:16]2=[O:27])CC[CH2:12]1.C(N(CC)CC)C, predict the reaction product. The product is: [CH2:11]([N:15]1[C:19]2[CH:20]=[CH:21][C:22]([CH:24]=[O:25])=[CH:23][C:18]=2[N:17]([CH2:26][CH3:1])[C:16]1=[O:27])[CH3:12]. (6) Given the reactants [CH2:1]([O:3][C:4]([C:6]1[CH:15]=[CH:14][C:13]2[C:8](=[CH:9][CH:10]=[C:11]([OH:16])[CH:12]=2)[N:7]=1)=[O:5])[CH3:2].C1(P(C2C=CC=CC=2)C2C=CC=CC=2)C=CC=CC=1.[N:36]1([CH2:42][CH2:43][CH2:44]O)[CH2:41][CH2:40][CH2:39][CH2:38][CH2:37]1, predict the reaction product. The product is: [CH2:1]([O:3][C:4]([C:6]1[CH:15]=[CH:14][C:13]2[C:8](=[CH:9][CH:10]=[C:11]([O:16][CH2:44][CH2:43][CH2:42][N:36]3[CH2:41][CH2:40][CH2:39][CH2:38][CH2:37]3)[CH:12]=2)[N:7]=1)=[O:5])[CH3:2]. (7) Given the reactants C(OC([N:8]1[CH2:13][CH2:12][CH:11]([N:14]([C:25]2[CH:30]=[CH:29][C:28]([Cl:31])=[CH:27][CH:26]=2)[C:15](=[O:24])[C:16]2[CH:21]=[CH:20][CH:19]=[C:18]([O:22][CH3:23])[CH:17]=2)[CH2:10][CH2:9]1)=O)(C)(C)C.ClC1C=CC(N(C2CCNCC2)C(=O)[C:41]2[CH:46]=[CH:45][CH:44]=[C:43]([O:47]C)[CH:42]=2)=CC=1.C12OC1CCCC2, predict the reaction product. The product is: [Cl:31][C:28]1[CH:29]=[CH:30][C:25]([N:14]([CH:11]2[CH2:10][CH2:9][N:8]([C@@H:42]3[CH2:41][CH2:46][CH2:45][CH2:44][C@H:43]3[OH:47])[CH2:13][CH2:12]2)[C:15](=[O:24])[C:16]2[CH:21]=[CH:20][CH:19]=[C:18]([O:22][CH3:23])[CH:17]=2)=[CH:26][CH:27]=1. (8) Given the reactants [CH:1]([N:4]1[C:8]([CH2:9][CH2:10][C:11]([C:13]2[CH:27]=[CH:26][C:16]([O:17][C:18]([CH3:25])([CH3:24])[C:19]([O:21]CC)=[O:20])=[C:15]([CH3:28])[CH:14]=2)=[O:12])=[CH:7][C:6]([C:29]2[CH:34]=[CH:33][C:32]([C:35]([F:38])([F:37])[F:36])=[CH:31][CH:30]=2)=[N:5]1)([CH3:3])[CH3:2].[OH-].[Na+], predict the reaction product. The product is: [CH:1]([N:4]1[C:8]([CH2:9][CH2:10][C:11]([C:13]2[CH:27]=[CH:26][C:16]([O:17][C:18]([CH3:24])([CH3:25])[C:19]([OH:21])=[O:20])=[C:15]([CH3:28])[CH:14]=2)=[O:12])=[CH:7][C:6]([C:29]2[CH:30]=[CH:31][C:32]([C:35]([F:38])([F:37])[F:36])=[CH:33][CH:34]=2)=[N:5]1)([CH3:3])[CH3:2].